From a dataset of Forward reaction prediction with 1.9M reactions from USPTO patents (1976-2016). Predict the product of the given reaction. (1) Given the reactants [CH3:1][O:2][C:3]1[CH:4]=[C:5]([CH:16]=[CH:17][C:18]=1[O:19][CH2:20][C:21]1[N:22]=[C:23]([C:27]2[CH:32]=[CH:31][CH:30]=[CH:29][CH:28]=2)[O:24][C:25]=1[CH3:26])[CH2:6][O:7][C:8]1[C:12]([CH2:13][OH:14])=[CH:11][N:10]([CH3:15])[N:9]=1, predict the reaction product. The product is: [CH3:1][O:2][C:3]1[CH:4]=[C:5]([CH:16]=[CH:17][C:18]=1[O:19][CH2:20][C:21]1[N:22]=[C:23]([C:27]2[CH:28]=[CH:29][CH:30]=[CH:31][CH:32]=2)[O:24][C:25]=1[CH3:26])[CH2:6][O:7][C:8]1[C:12]([CH:13]=[O:14])=[CH:11][N:10]([CH3:15])[N:9]=1. (2) Given the reactants [NH:1]([CH2:5][CH2:6][C:7]1[CH:12]=[CH:11][C:10]([CH2:13][CH2:14][C:15]2[N:16]=[C:17]([NH:20][C:21](=[O:23])[CH3:22])[S:18][CH:19]=2)=[CH:9][CH:8]=1)[C:2]([NH2:4])=[S:3].[CH2:24](OC(OCC)CBr)[CH3:25], predict the reaction product. The product is: [S:3]1[CH:25]=[CH:24][N:4]=[C:2]1[NH:1][CH2:5][CH2:6][C:7]1[CH:8]=[CH:9][C:10]([CH2:13][CH2:14][C:15]2[N:16]=[C:17]([NH:20][C:21](=[O:23])[CH3:22])[S:18][CH:19]=2)=[CH:11][CH:12]=1. (3) Given the reactants C(OC([NH:8][C@@H:9]([C:14]([OH:16])=O)[C:10]([CH3:13])([CH3:12])[CH3:11])=O)(C)(C)C.[Cl:17][C:18]1[CH:19]=[CH:20][C:21]([N:33]2[CH:37]=[N:36][N:35]=[N:34]2)=[C:22]([CH:32]=1)[CH2:23][NH:24][C:25](=[O:31])[C@@H:26]1[CH2:30][CH2:29][CH2:28][NH:27]1.C(Cl)CCl.C1C=NC2N(O)N=NC=2C=1, predict the reaction product. The product is: [CH3:13][C:10]([CH3:11])([CH3:12])[C@H:9]([C:14]([N:27]1[CH2:28][CH2:29][CH2:30][C@H:26]1[C:25]([NH:24][CH2:23][C:22]1[CH:32]=[C:18]([Cl:17])[CH:19]=[CH:20][C:21]=1[N:33]1[CH:37]=[N:36][N:35]=[N:34]1)=[O:31])=[O:16])[NH2:8]. (4) Given the reactants [Si]([O:18][C@H:19]([C:21]1[N:30]([C:31]2[CH:32]=[C:33]([NH:37][C:38]([NH:40][CH2:41][CH3:42])=[O:39])[CH:34]=[CH:35][CH:36]=2)[C:29](=[O:43])[C:28]2[C:23](=[CH:24][CH:25]=[CH:26][C:27]=2[Cl:44])[N:22]=1)[CH3:20])(C(C)(C)C)(C1C=CC=CC=1)C1C=CC=CC=1.C1COCC1.N1C(=O)CC[C@H]1C(O)=O.C(=O)(O)[O-].[Na+], predict the reaction product. The product is: [Cl:44][C:27]1[CH:26]=[CH:25][CH:24]=[C:23]2[C:28]=1[C:29](=[O:43])[N:30]([C:31]1[CH:32]=[C:33]([NH:37][C:38]([NH:40][CH2:41][CH3:42])=[O:39])[CH:34]=[CH:35][CH:36]=1)[C:21]([C@@H:19]([OH:18])[CH3:20])=[N:22]2. (5) Given the reactants C([O:3][C:4](=[O:50])[CH2:5][CH2:6][CH2:7][O:8][C:9]1[CH:14]=[CH:13][CH:12]=[C:11]([CH2:15][CH2:16][CH2:17][CH2:18][CH2:19][CH2:20][O:21][C:22]2[CH:27]=[C:26]([C:28]3[CH:33]=[CH:32][N:31]=[CH:30][N:29]=3)[CH:25]=[C:24]([C:34]3[CH:42]=[CH:41][C:37]4[O:38][CH2:39][O:40][C:36]=4[CH:35]=3)[CH:23]=2)[C:10]=1[CH2:43][CH2:44][C:45]([O:47]CC)=[O:46])C.[OH-].[Na+], predict the reaction product. The product is: [O:38]1[C:37]2[CH:41]=[CH:42][C:34]([C:24]3[CH:23]=[C:22]([CH:27]=[C:26]([C:28]4[CH:33]=[CH:32][N:31]=[CH:30][N:29]=4)[CH:25]=3)[O:21][CH2:20][CH2:19][CH2:18][CH2:17][CH2:16][CH2:15][C:11]3[C:10]([CH2:43][CH2:44][C:45]([OH:47])=[O:46])=[C:9]([CH:14]=[CH:13][CH:12]=3)[O:8][CH2:7][CH2:6][CH2:5][C:4]([OH:50])=[O:3])=[CH:35][C:36]=2[O:40][CH2:39]1. (6) Given the reactants P([O-])([O-])(O)=O.[K+].[K+].[CH3:8][O:9][CH2:10][C:11]([CH3:16])([CH3:15])[C:12]([OH:14])=[O:13].S(Cl)(O[CH2:21][Cl:22])(=O)=O, predict the reaction product. The product is: [Cl:22][CH2:21][O:13][C:12](=[O:14])[C:11]([CH3:16])([CH3:15])[CH2:10][O:9][CH3:8]. (7) Given the reactants C([O:4][C:5](=[O:22])[CH:6]=[CH:7][C:8]1[CH:13]=[CH:12][C:11]([O:14][CH2:15][CH:16]=[CH2:17])=[C:10]([O:18][CH2:19][CH:20]=[CH2:21])[CH:9]=1)C=C.[OH-].[Na+], predict the reaction product. The product is: [CH2:19]([O:18][C:10]1[CH:9]=[C:8]([CH:7]=[CH:6][C:5]([OH:22])=[O:4])[CH:13]=[CH:12][C:11]=1[O:14][CH2:15][CH:16]=[CH2:17])[CH:20]=[CH2:21]. (8) Given the reactants [C:1]([O:5][C:6](=[O:18])[NH:7][C:8]([CH3:17])([CH:10]1[CH2:15][CH2:14][C:13](=[O:16])[CH2:12][CH2:11]1)[CH3:9])([CH3:4])([CH3:3])[CH3:2].[BH4-].[Na+], predict the reaction product. The product is: [C:1]([O:5][C:6](=[O:18])[NH:7][C:8]([CH3:9])([CH:10]1[CH2:15][CH2:14][CH:13]([OH:16])[CH2:12][CH2:11]1)[CH3:17])([CH3:2])([CH3:3])[CH3:4]. (9) Given the reactants [Cl:1][C:2]1[CH:3]=[C:4]2[C:9](=[CH:10][CH:11]=1)[N:8]=[C:7]([N:12]1[CH2:17][CH2:16][CH:15]([CH2:18][CH2:19][NH2:20])[CH2:14][CH2:13]1)[CH:6]=[CH:5]2.Cl[C:22]([O:24][C:25]1[CH:30]=[CH:29][C:28]([N+:31]([O-:33])=[O:32])=[CH:27][CH:26]=1)=[O:23].C(N(CC)C(C)C)(C)C.C(OC(C)C)(C)C, predict the reaction product. The product is: [Cl:1][C:2]1[CH:3]=[C:4]2[C:9](=[CH:10][CH:11]=1)[N:8]=[C:7]([N:12]1[CH2:13][CH2:14][CH:15]([CH2:18][CH2:19][NH:20][C:22](=[O:23])[O:24][C:25]3[CH:26]=[CH:27][C:28]([N+:31]([O-:33])=[O:32])=[CH:29][CH:30]=3)[CH2:16][CH2:17]1)[CH:6]=[CH:5]2. (10) Given the reactants [CH3:1][C:2]1[CH:7]=[C:6]([CH3:8])[NH:5][C:4](=[O:9])[C:3]=1[CH2:10][NH:11][C:12]([C:14]1[CH:15]=[C:16]([C:30]2[CH:35]=[CH:34][C:33]([CH2:36][N:37]3[CH2:42][CH2:41][O:40][CH2:39][CH2:38]3)=[CH:32][CH:31]=2)[CH:17]=[C:18]([N:21]([CH2:28][CH3:29])[CH:22]2[CH2:27][CH2:26][NH:25][CH2:24][CH2:23]2)[C:19]=1[CH3:20])=[O:13].[C:43](O)(=[O:48])[C:44]([CH3:47])([CH3:46])[CH3:45].C(N(CC)CC)C.C1CN([P+](ON2N=NC3C=CC=CC2=3)(N2CCCC2)N2CCCC2)CC1.F[P-](F)(F)(F)(F)F, predict the reaction product. The product is: [CH3:1][C:2]1[CH:7]=[C:6]([CH3:8])[NH:5][C:4](=[O:9])[C:3]=1[CH2:10][NH:11][C:12]([C:14]1[CH:15]=[C:16]([C:30]2[CH:35]=[CH:34][C:33]([CH2:36][N:37]3[CH2:38][CH2:39][O:40][CH2:41][CH2:42]3)=[CH:32][CH:31]=2)[CH:17]=[C:18]([N:21]([CH2:28][CH3:29])[CH:22]2[CH2:23][CH2:24][N:25]([C:43](=[O:48])[C:44]([CH3:47])([CH3:46])[CH3:45])[CH2:26][CH2:27]2)[C:19]=1[CH3:20])=[O:13].